Dataset: Reaction yield outcomes from USPTO patents with 853,638 reactions. Task: Predict the reaction yield, written as a fraction of the theoretical maximum amount of product (1.0 means a 100% yield; for example, 0.34 means a 34% yield). (1) The reactants are [CH3:1][C:2]1[CH:3]=[C:4]([CH:7]=[CH:8][C:9]=1[F:10])[CH:5]=O.[OH:11][C:12]1[CH:17]=[CH:16][C:15]([CH2:18][C:19]([OH:21])=[O:20])=[CH:14][CH:13]=1.[C:22](OC(=O)C)(=[O:24])[CH3:23].C(N(C(C)C)CC)(C)C. The catalyst is O.C(OCC)(=O)C.CCCCCC. The product is [C:22]([O:11][C:12]1[CH:13]=[CH:14][C:15]([C:18](=[CH:5][C:4]2[CH:7]=[CH:8][C:9]([F:10])=[C:2]([CH3:1])[CH:3]=2)[C:19]([OH:21])=[O:20])=[CH:16][CH:17]=1)(=[O:24])[CH3:23]. The yield is 0.960. (2) The reactants are [Cl:1][C:2]1[CH:3]=[C:4]([C:9](=[N:21]O)[CH2:10][C:11]2[CH:16]=[CH:15][C:14]([C:17]([F:20])([F:19])[F:18])=[CH:13][N:12]=2)[CH:5]=[C:6]([Cl:8])[CH:7]=1.C(OC(C(F)(F)F)=O)(C(F)(F)F)=O.C(N(CC)CC)C.O. The catalyst is COCCOC.[Fe](Cl)Cl. The product is [Cl:1][C:2]1[CH:3]=[C:4]([C:9]2[CH:10]=[C:11]3[CH:16]=[CH:15][C:14]([C:17]([F:20])([F:19])[F:18])=[CH:13][N:12]3[N:21]=2)[CH:5]=[C:6]([Cl:8])[CH:7]=1. The yield is 0.250.